This data is from Full USPTO retrosynthesis dataset with 1.9M reactions from patents (1976-2016). The task is: Predict the reactants needed to synthesize the given product. (1) Given the product [C:15]([CH2:17][O:18][C:19]1[CH:20]=[C:21]([CH:22]=[CH:2][C:1]([C:4]2[C:13](=[O:14])[C:12]3[C:7](=[CH:8][CH:9]=[CH:10][CH:11]=3)[O:6][CH:5]=2)=[O:3])[CH:24]=[CH:25][CH:26]=1)#[N:16], predict the reactants needed to synthesize it. The reactants are: [C:1]([C:4]1[C:13](=[O:14])[C:12]2[C:7](=[CH:8][CH:9]=[CH:10][CH:11]=2)[O:6][CH:5]=1)(=[O:3])[CH3:2].[C:15]([CH2:17][O:18][C:19]1[CH:20]=[C:21]([CH:24]=[CH:25][CH:26]=1)[CH:22]=O)#[N:16]. (2) The reactants are: [CH2:1]([O:3][C:4]1[CH:13]=[C:12]2[C:7]([CH:8]=[C:9]([O:16][CH:17]([CH:20]3[CH2:25][CH2:24][CH:23]([CH2:26][CH2:27][CH3:28])[CH2:22][CH2:21]3)[C:18]#[CH:19])[C:10]([F:15])=[C:11]2[F:14])=[CH:6][CH:5]=1)[CH3:2]. Given the product [CH2:1]([O:3][C:4]1[CH:5]=[CH:6][C:7]2[C:8]3[CH:19]=[CH:18][CH:17]([CH:20]4[CH2:25][CH2:24][CH:23]([CH2:26][CH2:27][CH3:28])[CH2:22][CH2:21]4)[O:16][C:9]=3[C:10]([F:15])=[C:11]([F:14])[C:12]=2[CH:13]=1)[CH3:2], predict the reactants needed to synthesize it. (3) Given the product [NH2:1][C:2]1[C:3]2[N:14]([CH2:15][O:16][CH2:17][C:18]3[CH:19]=[CH:20][CH:21]=[CH:22][CH:23]=3)[C:13]([CH3:24])=[C:12]([CH2:25][CH2:26][CH2:27][CH2:28][OH:29])[C:4]=2[N:5]=[C:6]([CH2:8][CH2:9][CH2:10][CH3:11])[N:7]=1, predict the reactants needed to synthesize it. The reactants are: [NH2:1][C:2]1[C:3]2[N:14]([CH2:15][O:16][CH2:17][C:18]3[CH:23]=[CH:22][CH:21]=[CH:20][CH:19]=3)[C:13]([CH3:24])=[C:12]([C:25]#[C:26][CH2:27][CH2:28][OH:29])[C:4]=2[N:5]=[C:6]([CH2:8][CH2:9][CH2:10][CH3:11])[N:7]=1. (4) Given the product [CH3:33][S:30]([O:20][CH2:19][CH2:18][CH2:17][O:16][C:14]1[CH:13]=[CH:12][C:9]2[CH2:10][CH2:11][N:5]([CH:1]3[CH2:2][CH2:3][CH2:4]3)[CH2:6][CH2:7][C:8]=2[CH:15]=1)(=[O:32])=[O:31], predict the reactants needed to synthesize it. The reactants are: [CH:1]1([N:5]2[CH2:11][CH2:10][C:9]3[CH:12]=[CH:13][C:14]([O:16][CH2:17][CH2:18][CH2:19][OH:20])=[CH:15][C:8]=3[CH2:7][CH2:6]2)[CH2:4][CH2:3][CH2:2]1.CCN(C(C)C)C(C)C.[S:30](Cl)([CH3:33])(=[O:32])=[O:31]. (5) The reactants are: [S:1]1[C:5]2[CH:6]=[CH:7][CH:8]=[CH:9][C:4]=2[NH:3][CH2:2]1.NC1C=CC=CC=1S.C=O.[C:20]([C:22]1[CH:23]=[C:24]([CH:28]=[C:29]([C:33]([F:36])([F:35])[F:34])[C:30]=1[O:31][CH3:32])[C:25](Cl)=[O:26])#[N:21]. Given the product [C:20]([C:22]1[CH:23]=[C:24]([CH:28]=[C:29]([C:33]([F:34])([F:36])[F:35])[C:30]=1[O:31][CH3:32])[C:25]([N:3]1[C:4]2[CH:9]=[CH:8][CH:7]=[CH:6][C:5]=2[S:1][CH2:2]1)=[O:26])#[N:21], predict the reactants needed to synthesize it.